This data is from Catalyst prediction with 721,799 reactions and 888 catalyst types from USPTO. The task is: Predict which catalyst facilitates the given reaction. (1) Reactant: [NH2:1][C:2]1[CH:11]=[C:10]2[C:5]([C:6]([CH3:14])([CH3:13])[CH2:7][C:8](=O)[NH:9]2)=[CH:4][CH:3]=1. Product: [CH3:13][C:6]1([CH3:14])[C:5]2[C:10](=[CH:11][C:2]([NH2:1])=[CH:3][CH:4]=2)[NH:9][CH2:8][CH2:7]1. The catalyst class is: 1. (2) Reactant: [N+:1]([C:4]1[CH:5]=[CH:6][C:7]([N:10]2[CH2:14][CH2:13][CH2:12][C:11]2=[O:15])=[N:8][CH:9]=1)([O-])=O. Product: [NH2:1][C:4]1[CH:5]=[CH:6][C:7]([N:10]2[CH2:14][CH2:13][CH2:12][C:11]2=[O:15])=[N:8][CH:9]=1. The catalyst class is: 43. (3) Product: [F:1][C:2]1[CH:8]=[CH:7][C:5]([NH:6][C:15](=[O:20])[C:16]([CH3:19])([CH3:18])[CH3:17])=[CH:4][CH:3]=1. The catalyst class is: 143. Reactant: [F:1][C:2]1[CH:8]=[CH:7][C:5]([NH2:6])=[CH:4][CH:3]=1.N1C=CC=CC=1.[C:15](Cl)(=[O:20])[C:16]([CH3:19])([CH3:18])[CH3:17]. (4) Reactant: [F:1][C:2]1[CH:3]=[C:4]2[C:9](=[C:10](F)[C:11]=1[N:12]1[CH2:17][CH2:16][N:15]([CH3:18])[CH2:14][CH2:13]1)[N:8]([C@@H:20]([CH3:23])[CH2:21][OH:22])[CH:7]=[C:6]([C:24]([OH:26])=[O:25])[C:5]2=[O:27].[OH-].[K+].C(O)(=[O:32])C. Product: [CH3:23][C@@H:20]1[N:8]2[CH:7]=[C:6]([C:24]([OH:26])=[O:25])[C:5]([C:4]3=[CH:3][C:2]([F:1])=[C:11]([N:12]4[CH2:17][CH2:16][N:15]([CH3:18])[CH2:14][CH2:13]4)[C:10](=[C:9]23)[O:22][CH2:21]1)=[O:27].[CH3:23][C@@H:20]1[N:8]2[CH:7]=[C:6]([C:24]([OH:26])=[O:25])[C:5]([C:4]3=[CH:3][C:2]([F:1])=[C:11]([N:12]4[CH2:17][CH2:16][N:15]([CH3:18])[CH2:14][CH2:13]4)[C:10](=[C:9]23)[O:22][CH2:21]1)=[O:27].[OH2:32]. The catalyst class is: 8. (5) Product: [Br:31][CH2:2][C:1]([C:4]1[CH:5]=[CH:6][C:7]2[O:12][C:11]([CH3:14])([CH3:13])[O:10][CH2:9][C:8]=2[CH:15]=1)=[O:3]. The catalyst class is: 1. Reactant: [C:1]([C:4]1[CH:5]=[CH:6][C:7]2[O:12][C:11]([CH3:14])([CH3:13])[O:10][CH2:9][C:8]=2[CH:15]=1)(=[O:3])[CH3:2].C[Si](C)(C)N[Si](C)(C)C.[Na].C[Si](Cl)(C)C.[Br:31]Br.